From a dataset of Reaction yield outcomes from USPTO patents with 853,638 reactions. Predict the reaction yield, written as a fraction of the theoretical maximum amount of product (1.0 means a 100% yield; for example, 0.34 means a 34% yield). (1) The reactants are [Br:1][C:2]1[CH:9]=[CH:8][C:5]([CH:6]=O)=[CH:4][CH:3]=1.Cl.[S:11]([C:15]1[CH:20]=[CH:19][C:18]([NH:21][NH2:22])=[CH:17][CH:16]=1)(=[O:14])(=[O:13])[NH2:12]. No catalyst specified. The product is [S:11]([C:15]1[CH:16]=[CH:17][C:18]([NH:21][N:22]=[CH:6][C:5]2[CH:8]=[CH:9][C:2]([Br:1])=[CH:3][CH:4]=2)=[CH:19][CH:20]=1)(=[O:14])(=[O:13])[NH2:12]. The yield is 0.660. (2) The reactants are [Cl:1][C:2]1[CH:3]=[C:4]([C:9]2([OH:13])[CH2:12][NH:11][CH2:10]2)[CH:5]=[C:6]([F:8])[CH:7]=1.C(=O)([O-])[O-].[K+].[K+].I[CH2:21][CH3:22].O. The catalyst is C(#N)C.C(OCC)(=O)C. The product is [Cl:1][C:2]1[CH:3]=[C:4]([C:9]2([OH:13])[CH2:12][N:11]([CH2:21][CH3:22])[CH2:10]2)[CH:5]=[C:6]([F:8])[CH:7]=1. The yield is 0.600.